From a dataset of Full USPTO retrosynthesis dataset with 1.9M reactions from patents (1976-2016). Predict the reactants needed to synthesize the given product. (1) Given the product [OH:21][CH2:20][CH2:19][CH2:18][CH2:17][CH2:16][CH2:15][O:1][C:2]1[CH:3]=[CH:4][C:5]([C:8]2[CH:13]=[CH:12][CH:11]=[CH:10][CH:9]=2)=[CH:6][CH:7]=1, predict the reactants needed to synthesize it. The reactants are: [OH:1][C:2]1[CH:7]=[CH:6][C:5]([C:8]2[CH:13]=[CH:12][CH:11]=[CH:10][CH:9]=2)=[CH:4][CH:3]=1.Br[CH2:15][CH2:16][CH2:17][CH2:18][CH2:19][CH2:20][OH:21].C(=O)([O-])[O-].[K+].[K+]. (2) Given the product [C:26]([OH:25])(=[O:42])/[CH:29]=[CH:34]/[C:33]([OH:36])=[O:35].[Cl:1][C:2]1[C:7]([C:8]2[N:12]([S:13]([C:16]3[CH:21]=[CH:20][CH:19]=[CH:18][CH:17]=3)(=[O:15])=[O:14])[CH:11]=[C:10]([CH2:22][NH:23][CH3:24])[C:9]=2[F:32])=[CH:6][CH:5]=[CH:4][N:3]=1, predict the reactants needed to synthesize it. The reactants are: [Cl:1][C:2]1[C:7]([C:8]2[N:12]([S:13]([C:16]3[CH:21]=[CH:20][CH:19]=[CH:18][CH:17]=3)(=[O:15])=[O:14])[CH:11]=[C:10]([CH2:22][N:23](C)[C:24](=O)[O:25][C:26]([CH3:29])(C)C)[C:9]=2[F:32])=[CH:6][CH:5]=[CH:4][N:3]=1.[C:33]([O:36]CC)(=[O:35])[CH3:34].Cl.C([OH:42])C. (3) Given the product [CH3:26][O:27][CH2:28][C:29]1([C:20]2[CH:19]=[CH:13][C:12]([NH:11][C:9]([C:8]3[CH:7]=[CH:4][CH:5]=[CH:6][C:49]=3[N:48]([CH2:50][C:53]3[CH:52]=[CH:51][N:57]=[CH:55][CH:54]=3)[C:47](=[O:23])[CH3:46])=[O:10])=[CH:22][CH:21]=2)[CH2:33][CH2:38]1, predict the reactants needed to synthesize it. The reactants are: N1[CH:6]=[CH:5][C:4]([CH2:7][CH2:8][C:9]([NH:11][C:12]2[CH:22]=[CH:21][CH:20]=[CH:19][C:13]=2C(OCC)=O)=[O:10])=CC=1.[OH-:23].[Na+].Cl.[CH3:26][O:27][CH2:28][C:29]1([C:33]2[CH:38]=CC(N)=CC=2)CCC1.CCN=C=NC[CH2:46][CH2:47][N:48]([CH3:50])[CH3:49].[CH:51]1[CH:52]=[CH:53][C:54]2N(O)N=[N:57][C:55]=2C=1.CCN(C(C)C)C(C)C.